Dataset: NCI-60 drug combinations with 297,098 pairs across 59 cell lines. Task: Regression. Given two drug SMILES strings and cell line genomic features, predict the synergy score measuring deviation from expected non-interaction effect. (1) Drug 1: CC1CCCC2(C(O2)CC(NC(=O)CC(C(C(=O)C(C1O)C)(C)C)O)C(=CC3=CSC(=N3)C)C)C. Drug 2: N.N.Cl[Pt+2]Cl. Cell line: SF-539. Synergy scores: CSS=64.6, Synergy_ZIP=-5.41, Synergy_Bliss=-7.61, Synergy_Loewe=-4.21, Synergy_HSA=-2.37. (2) Drug 1: CCC1(CC2CC(C3=C(CCN(C2)C1)C4=CC=CC=C4N3)(C5=C(C=C6C(=C5)C78CCN9C7C(C=CC9)(C(C(C8N6C)(C(=O)OC)O)OC(=O)C)CC)OC)C(=O)OC)O.OS(=O)(=O)O. Drug 2: CC1=C2C(C(=O)C3(C(CC4C(C3C(C(C2(C)C)(CC1OC(=O)C(C(C5=CC=CC=C5)NC(=O)OC(C)(C)C)O)O)OC(=O)C6=CC=CC=C6)(CO4)OC(=O)C)O)C)O. Cell line: OVCAR-4. Synergy scores: CSS=-2.08, Synergy_ZIP=1.77, Synergy_Bliss=1.42, Synergy_Loewe=-2.37, Synergy_HSA=-2.07. (3) Drug 1: CCC(=C(C1=CC=CC=C1)C2=CC=C(C=C2)OCCN(C)C)C3=CC=CC=C3.C(C(=O)O)C(CC(=O)O)(C(=O)O)O. Drug 2: C1CC(C1)(C(=O)O)C(=O)O.[NH2-].[NH2-].[Pt+2]. Cell line: HS 578T. Synergy scores: CSS=13.6, Synergy_ZIP=-0.340, Synergy_Bliss=2.90, Synergy_Loewe=1.13, Synergy_HSA=2.90. (4) Synergy scores: CSS=7.68, Synergy_ZIP=-3.21, Synergy_Bliss=-0.117, Synergy_Loewe=8.18, Synergy_HSA=0.695. Cell line: RPMI-8226. Drug 1: C#CCC(CC1=CN=C2C(=N1)C(=NC(=N2)N)N)C3=CC=C(C=C3)C(=O)NC(CCC(=O)O)C(=O)O. Drug 2: CN(C(=O)NC(C=O)C(C(C(CO)O)O)O)N=O. (5) Drug 1: C#CCC(CC1=CN=C2C(=N1)C(=NC(=N2)N)N)C3=CC=C(C=C3)C(=O)NC(CCC(=O)O)C(=O)O. Drug 2: CC(C)NC(=O)C1=CC=C(C=C1)CNNC.Cl. Cell line: HCT-15. Synergy scores: CSS=-7.74, Synergy_ZIP=-0.129, Synergy_Bliss=-12.8, Synergy_Loewe=-14.9, Synergy_HSA=-15.8. (6) Drug 1: CN(C)C1=NC(=NC(=N1)N(C)C)N(C)C. Drug 2: C1CN1P(=S)(N2CC2)N3CC3. Cell line: RPMI-8226. Synergy scores: CSS=25.6, Synergy_ZIP=-3.69, Synergy_Bliss=-2.46, Synergy_Loewe=-44.1, Synergy_HSA=-10.7. (7) Drug 1: CC1=C(C(CCC1)(C)C)C=CC(=CC=CC(=CC(=O)O)C)C. Drug 2: CC1=C(C=C(C=C1)NC(=O)C2=CC=C(C=C2)CN3CCN(CC3)C)NC4=NC=CC(=N4)C5=CN=CC=C5. Cell line: LOX IMVI. Synergy scores: CSS=-0.107, Synergy_ZIP=0.105, Synergy_Bliss=0.911, Synergy_Loewe=-1.49, Synergy_HSA=-0.792. (8) Drug 1: CCCS(=O)(=O)NC1=C(C(=C(C=C1)F)C(=O)C2=CNC3=C2C=C(C=N3)C4=CC=C(C=C4)Cl)F. Drug 2: CCC1(CC2CC(C3=C(CCN(C2)C1)C4=CC=CC=C4N3)(C5=C(C=C6C(=C5)C78CCN9C7C(C=CC9)(C(C(C8N6C=O)(C(=O)OC)O)OC(=O)C)CC)OC)C(=O)OC)O.OS(=O)(=O)O. Cell line: HOP-62. Synergy scores: CSS=29.4, Synergy_ZIP=3.69, Synergy_Bliss=9.72, Synergy_Loewe=0.951, Synergy_HSA=7.21. (9) Synergy scores: CSS=4.32, Synergy_ZIP=0.864, Synergy_Bliss=7.88, Synergy_Loewe=-5.53, Synergy_HSA=2.45. Cell line: MDA-MB-435. Drug 2: CC1CCCC2(C(O2)CC(NC(=O)CC(C(C(=O)C(C1O)C)(C)C)O)C(=CC3=CSC(=N3)C)C)C. Drug 1: CN(C)C1=NC(=NC(=N1)N(C)C)N(C)C.